This data is from Forward reaction prediction with 1.9M reactions from USPTO patents (1976-2016). The task is: Predict the product of the given reaction. Given the reactants [F:1][C:2]1[CH:7]=[CH:6][C:5]([C:8]2[NH:12][N:11]=[C:10]([CH3:13])[CH:9]=2)=[CH:4][CH:3]=1.[Br:14]N1C(=O)CCC1=O, predict the reaction product. The product is: [Br:14][C:9]1[C:10]([CH3:13])=[N:11][NH:12][C:8]=1[C:5]1[CH:4]=[CH:3][C:2]([F:1])=[CH:7][CH:6]=1.